This data is from Full USPTO retrosynthesis dataset with 1.9M reactions from patents (1976-2016). The task is: Predict the reactants needed to synthesize the given product. (1) Given the product [ClH:1].[Cl:11][C:4]1[CH:3]=[C:2]([C:13]2[CH:14]=[C:15]([CH3:19])[CH:16]=[CH:17][CH:18]=2)[N:7]=[C:6]2[CH2:8][CH2:9][CH2:10][C:5]=12, predict the reactants needed to synthesize it. The reactants are: [Cl:1][C:2]1[N:7]=[C:6]2[CH2:8][CH2:9][CH2:10][C:5]2=[C:4]([Cl:11])[CH:3]=1.B(O)(O)[C:13]1[CH:18]=[CH:17][CH:16]=[C:15]([CH3:19])[CH:14]=1. (2) Given the product [Cl:1][C:2]1[CH:7]=[CH:6][C:5]([C:8]2[N:9]([CH2:14][CH:15]([OH:20])[C:16]([F:18])([F:19])[F:17])[C:10](=[O:13])[N:11]([CH2:22][C:23]([O:25][CH3:26])=[O:24])[N:12]=2)=[CH:4][CH:3]=1, predict the reactants needed to synthesize it. The reactants are: [Cl:1][C:2]1[CH:7]=[CH:6][C:5]([C:8]2[N:9]([CH2:14][CH:15]([OH:20])[C:16]([F:19])([F:18])[F:17])[C:10](=[O:13])[NH:11][N:12]=2)=[CH:4][CH:3]=1.Cl[CH2:22][C:23]([O:25][CH3:26])=[O:24].C(=O)([O-])[O-].[K+].[K+].[I-].[K+].